From a dataset of Peptide-MHC class II binding affinity with 134,281 pairs from IEDB. Regression. Given a peptide amino acid sequence and an MHC pseudo amino acid sequence, predict their binding affinity value. This is MHC class II binding data. The peptide sequence is AAFKIAATAANSAPA. The binding affinity (normalized) is 0.746. The MHC is DRB1_0405 with pseudo-sequence DRB1_0405.